This data is from Forward reaction prediction with 1.9M reactions from USPTO patents (1976-2016). The task is: Predict the product of the given reaction. (1) The product is: [C:20]([O:23][C:24](=[O:25])[NH:26][C@H:27]([C:34](=[O:35])[N:9]([C:4]1[CH:5]=[CH:6][C:7]([CH3:8])=[C:2]([CH3:1])[CH:3]=1)[CH2:10][CH2:11][C:12]1[CH:17]=[CH:16][C:15]([CH3:18])=[CH:14][N:13]=1)[C:28]1[CH:33]=[CH:32][CH:31]=[CH:30][CH:29]=1)([CH3:22])([CH3:19])[CH3:21]. Given the reactants [CH3:1][C:2]1[CH:3]=[C:4]([NH:9][CH2:10][CH2:11][C:12]2[CH:17]=[CH:16][C:15]([CH3:18])=[CH:14][N:13]=2)[CH:5]=[CH:6][C:7]=1[CH3:8].[CH3:19][C:20]([O:23][C:24]([NH:26][C@H:27]([C:34](O)=[O:35])[C:28]1[CH:33]=[CH:32][CH:31]=[CH:30][CH:29]=1)=[O:25])([CH3:22])[CH3:21].Cl.CN(C)CCCN=C=NCC, predict the reaction product. (2) Given the reactants [NH2:1][C:2]1[CH:7]=[CH:6][C:5]([C:8]2[CH:13]=[CH:12][C:11]([C:14](=[O:30])[CH2:15][CH:16]([CH2:22][CH2:23][C:24]3[CH:29]=[CH:28][CH:27]=[CH:26][CH:25]=3)[C:17]([O:19][CH2:20][CH3:21])=[O:18])=[CH:10][CH:9]=2)=[CH:4][CH:3]=1.[C:31](Cl)(=[O:36])[CH2:32][CH2:33][CH2:34][CH3:35], predict the reaction product. The product is: [O:30]=[C:14]([C:11]1[CH:12]=[CH:13][C:8]([C:5]2[CH:4]=[CH:3][C:2]([NH:1][C:31](=[O:36])[CH2:32][CH2:33][CH2:34][CH3:35])=[CH:7][CH:6]=2)=[CH:9][CH:10]=1)[CH2:15][CH:16]([CH2:22][CH2:23][C:24]1[CH:25]=[CH:26][CH:27]=[CH:28][CH:29]=1)[C:17]([O:19][CH2:20][CH3:21])=[O:18]. (3) Given the reactants I[C:2]1[CH:7]=[CH:6][CH:5]=[CH:4][C:3]=1[CH2:8][C:9]([OH:11])=[O:10].[C:12]1([SH:18])[CH:17]=[CH:16][CH:15]=[CH:14][CH:13]=1.[OH-].[K+].CCOC(C)=O, predict the reaction product. The product is: [C:12]1([S:18][C:2]2[CH:7]=[CH:6][CH:5]=[CH:4][C:3]=2[CH2:8][C:9]([OH:11])=[O:10])[CH:17]=[CH:16][CH:15]=[CH:14][CH:13]=1.